Dataset: Catalyst prediction with 721,799 reactions and 888 catalyst types from USPTO. Task: Predict which catalyst facilitates the given reaction. (1) Reactant: [Cl:1][C:2]1[C:3](C(O)=O)=[N:4][C:5](S(C)(=O)=O)=[N:6][CH:7]=1.[C@H:15]1([NH2:25])[C:24]2[C:19](=[CH:20][CH:21]=[CH:22][CH:23]=2)[CH2:18][CH2:17][CH2:16]1.C1(C(N)C2CCCCC2)CCCCC1. Product: [Cl:1][C:2]1[CH:7]=[N:6][C:5]([NH:25][C@H:15]2[C:24]3[C:19](=[CH:20][CH:21]=[CH:22][CH:23]=3)[CH2:18][CH2:17][CH2:16]2)=[N:4][CH:3]=1. The catalyst class is: 60. (2) Reactant: [Cl:1][C:2]1[CH:7]=[CH:6][C:5]([C:8]2[CH:13]=[C:12]([C:14]([F:17])([F:16])[F:15])[N:11]3[N:18]=[C:19]([C:21](Cl)=[O:22])[CH:20]=[C:10]3[N:9]=2)=[CH:4][CH:3]=1.[CH3:24][S:25]([C:28]1[CH:29]=[C:30]([NH2:34])[CH:31]=[CH:32][CH:33]=1)(=[O:27])=[O:26].N1C=CC=CC=1. Product: [CH3:24][S:25]([C:28]1[CH:29]=[C:30]([NH:34][C:21]([C:19]2[CH:20]=[C:10]3[N:9]=[C:8]([C:5]4[CH:4]=[CH:3][C:2]([Cl:1])=[CH:7][CH:6]=4)[CH:13]=[C:12]([C:14]([F:16])([F:15])[F:17])[N:11]3[N:18]=2)=[O:22])[CH:31]=[CH:32][CH:33]=1)(=[O:26])=[O:27]. The catalyst class is: 115. (3) Reactant: [CH:1]([C:4]1[O:8][N:7]=[C:6]([CH3:9])[C:5]=1[C:10]([O:12]CC)=[O:11])([CH3:3])[CH3:2].C(O)C.[OH-].[Na+]. Product: [CH:1]([C:4]1[O:8][N:7]=[C:6]([CH3:9])[C:5]=1[C:10]([OH:12])=[O:11])([CH3:3])[CH3:2]. The catalyst class is: 6. (4) Reactant: FC(F)(F)S(O[C:7]1[CH:16]=[CH:15][C:10]([C:11]([O:13][CH3:14])=[O:12])=[CH:9][C:8]=1[C:17]([O:19][C:20]([CH3:23])([CH3:22])[CH3:21])=[O:18])(=O)=O.C([O-])(=O)C.[K+].[CH3:31][C:32]1([CH3:48])[C:36]([CH3:38])([CH3:37])[O:35][B:34]([B:34]2[O:35][C:36]([CH3:38])([CH3:37])[C:32]([CH3:48])([CH3:31])[O:33]2)[O:33]1. Product: [CH3:31][C:32]1([CH3:48])[C:36]([CH3:38])([CH3:37])[O:35][B:34]([C:7]2[CH:16]=[CH:15][C:10]([C:11]([O:13][CH3:14])=[O:12])=[CH:9][C:8]=2[C:17]([O:19][C:20]([CH3:23])([CH3:22])[CH3:21])=[O:18])[O:33]1. The catalyst class is: 368. (5) Reactant: [CH2:1]([CH:3]1[C:8](=[O:9])[C:7]([CH3:11])([CH3:10])[CH2:6][CH2:5][CH2:4]1)[CH3:2].[CH3:12][C:13](C)([O-])C.[K+].I[CH2:19]C=C. Product: [CH2:1]([C:3]1([CH2:12][CH3:13])[CH2:4][CH2:5][CH2:6][C:7]([CH3:10])([CH3:11])[C:8]1=[O:9])[CH:2]=[CH2:19]. The catalyst class is: 107.